From a dataset of Reaction yield outcomes from USPTO patents with 853,638 reactions. Predict the reaction yield, written as a fraction of the theoretical maximum amount of product (1.0 means a 100% yield; for example, 0.34 means a 34% yield). (1) The reactants are Br[C:2]1[CH:3]=[C:4]([O:10][C:11]2[C:12]([CH3:18])=[N:13][N:14]([CH3:17])[C:15]=2[CH3:16])[C:5]([C:8]#[N:9])=[N:6][CH:7]=1.[N:19]1[CH:24]=[CH:23][CH:22]=[CH:21][C:20]=1[SH:25].CN(C=O)C.[H-].[Na+]. The catalyst is O. The product is [N:19]1[CH:24]=[CH:23][CH:22]=[CH:21][C:20]=1[S:25][C:2]1[CH:3]=[C:4]([O:10][C:11]2[C:12]([CH3:18])=[N:13][N:14]([CH3:17])[C:15]=2[CH3:16])[C:5]([C:8]#[N:9])=[N:6][CH:7]=1. The yield is 0.967. (2) The reactants are [CH3:1][C:2]1[CH:9]=[C:8]([O:10][CH2:11][CH2:12][C:13]2[N:14]=[C:15]([C:19]3[CH:24]=[CH:23][CH:22]=[CH:21][CH:20]=3)[O:16][C:17]=2[CH3:18])[CH:7]=[CH:6][C:3]=1C=O.[Cl-].[CH2:26]([O:28][CH:29]([P+](C1C=CC=CC=1)(C1C=CC=CC=1)C1C=CC=CC=1)[C:30]([O:32][CH2:33][CH3:34])=[O:31])[CH3:27].[C:54](=O)([O-])[O-].[K+].[K+]. The catalyst is CC(O)C. The product is [CH2:33]([O:32][C:30](=[O:31])/[C:29](/[O:28][CH2:26][CH3:27])=[CH:54]/[C:3]1[CH:6]=[CH:7][C:8]([O:10][CH2:11][CH2:12][C:13]2[N:14]=[C:15]([C:19]3[CH:24]=[CH:23][CH:22]=[CH:21][CH:20]=3)[O:16][C:17]=2[CH3:18])=[CH:9][C:2]=1[CH3:1])[CH3:34]. The yield is 0.750. (3) The yield is 0.832. The product is [C:46]1([S:52]([OH:55])(=[O:54])=[O:53])[CH:51]=[CH:50][CH:49]=[CH:48][CH:47]=1.[F:5][C:6]1[CH:11]=[CH:10][CH:9]=[C:8]([F:12])[C:7]=1[N:13]1[C:18]2[N:19]=[C:20]([NH:38][CH2:39][C:40]3[NH:44][CH:43]=[CH:42][N:41]=3)[N:21]=[C:22]([C:23]3[CH:24]=[C:25]([CH:34]=[CH:35][C:36]=3[CH3:37])[C:26]([NH:28][C:29]3[S:30][CH:31]=[CH:32][N:33]=3)=[O:27])[C:17]=2[CH:16]=[CH:15][C:14]1=[O:45]. The catalyst is O. The reactants are CC(C)=O.[F:5][C:6]1[CH:11]=[CH:10][CH:9]=[C:8]([F:12])[C:7]=1[N:13]1[C:18]2[N:19]=[C:20]([NH:38][CH2:39][C:40]3[NH:41][CH:42]=[CH:43][N:44]=3)[N:21]=[C:22]([C:23]3[CH:24]=[C:25]([CH:34]=[CH:35][C:36]=3[CH3:37])[C:26]([NH:28][C:29]3[S:30][CH:31]=[CH:32][N:33]=3)=[O:27])[C:17]=2[CH:16]=[CH:15][C:14]1=[O:45].[C:46]1([S:52]([OH:55])(=[O:54])=[O:53])[CH:51]=[CH:50][CH:49]=[CH:48][CH:47]=1. (4) The reactants are [OH:1][C:2]1[CH:11]=[C:10]2[C:5]([CH:6]=[C:7]([NH:12][C:13]([CH:15]3[CH2:17][CH2:16]3)=[O:14])[N:8]=[CH:9]2)=[CH:4][CH:3]=1.Br[C:19]([CH3:26])([CH3:25])[C:20]([O:22][CH2:23][CH3:24])=[O:21].C(=O)([O-])[O-].[Cs+].[Cs+].O1CCOCC1. The catalyst is C(OCC)(=O)C. The product is [CH:15]1([C:13]([NH:12][C:7]2[N:8]=[CH:9][C:10]3[C:5]([CH:6]=2)=[CH:4][CH:3]=[C:2]([O:1][C:19]([CH3:26])([CH3:25])[C:20]([O:22][CH2:23][CH3:24])=[O:21])[CH:11]=3)=[O:14])[CH2:16][CH2:17]1. The yield is 0.800. (5) The reactants are [CH3:1][O:2][C:3]1[CH:8]=[CH:7][C:6]([CH:9]([CH3:13])[C:10]([OH:12])=O)=[CH:5][C:4]=1[N+:14]([O-:16])=[O:15].O=S(Cl)Cl.[CH3:21][O:22][C:23](=[O:33])[C:24]1[C:29]([Br:30])=[CH:28][C:27]([Br:31])=[CH:26][C:25]=1[NH2:32].CCCCCC. The yield is 0.590. The product is [CH3:21][O:22][C:23](=[O:33])[C:24]1[C:29]([Br:30])=[CH:28][C:27]([Br:31])=[CH:26][C:25]=1[NH:32][C:10](=[O:12])[CH:9]([C:6]1[CH:7]=[CH:8][C:3]([O:2][CH3:1])=[C:4]([N+:14]([O-:16])=[O:15])[CH:5]=1)[CH3:13]. The catalyst is CCOC(C)=O.